This data is from Forward reaction prediction with 1.9M reactions from USPTO patents (1976-2016). The task is: Predict the product of the given reaction. (1) Given the reactants [NH2:1][C@H:2]1[C@@H:7]([NH:8][C:9]([C:11]2[NH:12][C:13]([CH2:17][CH3:18])=[C:14]([Cl:16])[N:15]=2)=[O:10])[CH2:6][CH2:5][N:4]([C:19]2[S:20][C:21]3[C:27]([C:28]([O:30][CH2:31][CH3:32])=[O:29])=[CH:26][CH:25]=[CH:24][C:22]=3[N:23]=2)[CH2:3]1.[CH:33]1([CH:36]=O)[CH2:35][CH2:34]1.C(O[BH-](OC(=O)C)OC(=O)C)(=O)C.[Na+], predict the reaction product. The product is: [Cl:16][C:14]1[N:15]=[C:11]([C:9]([NH:8][C@H:7]2[CH2:6][CH2:5][N:4]([C:19]3[S:20][C:21]4[C:27]([C:28]([O:30][CH2:31][CH3:32])=[O:29])=[CH:26][CH:25]=[CH:24][C:22]=4[N:23]=3)[CH2:3][C@H:2]2[NH:1][CH2:36][CH:33]2[CH2:35][CH2:34]2)=[O:10])[NH:12][C:13]=1[CH2:17][CH3:18]. (2) The product is: [Cl:1][C:2]1[CH:3]=[C:4]2[C:8](=[CH:9][CH:10]=1)[NH:7][C:6]([CH2:11][OH:12])=[C:5]2[S:16]([CH2:19][CH:20]1[CH2:23][CH2:22][CH2:21]1)(=[O:18])=[O:17]. Given the reactants [Cl:1][C:2]1[CH:3]=[C:4]2[C:8](=[CH:9][CH:10]=1)[NH:7][C:6]([C:11](OCC)=[O:12])=[C:5]2[S:16]([CH2:19][CH:20]1[CH2:23][CH2:22][CH2:21]1)(=[O:18])=[O:17].[H-].[Al+3].[Li+].[H-].[H-].[H-], predict the reaction product. (3) Given the reactants [Cl:1][C:2]1[N:11]=[C:10]([NH:12][CH2:13][CH:14]2[CH2:19][CH:18]([OH:20])[CH2:17][N:16]([C:21]([O:23][C:24]([CH3:27])([CH3:26])[CH3:25])=[O:22])[CH2:15]2)[C:9]2[C:4](=[N:5][CH:6]=[CH:7][N:8]=2)[CH:3]=1.CC(OI1(OC(C)=O)(OC(C)=O)OC(=O)C2C=CC=CC1=2)=O, predict the reaction product. The product is: [Cl:1][C:2]1[N:11]=[C:10]([NH:12][CH2:13][CH:14]2[CH2:19][C:18](=[O:20])[CH2:17][N:16]([C:21]([O:23][C:24]([CH3:27])([CH3:26])[CH3:25])=[O:22])[CH2:15]2)[C:9]2[C:4](=[N:5][CH:6]=[CH:7][N:8]=2)[CH:3]=1. (4) Given the reactants [CH:1]1([CH2:7][C@H:8]([N:12]2[CH2:16][C:15]([O:17][C:18]3[CH:23]=[CH:22][CH:21]=[CH:20][C:19]=3[CH2:24][CH2:25][CH3:26])=[CH:14][C:13]2=[O:27])[C:9]([OH:11])=O)[CH2:6][CH2:5][CH2:4][CH2:3][CH2:2]1.Cl.[CH3:29]N(C)CCCN=C=NCC.C(N(CC)C(C)C)(C)C.ON1C2C=CC=CC=2N=N1.Cl.[OH:60][C@@H:61]([CH2:91]O)[CH2:62][N:63]1[CH:67]=[CH:66][C:65]([NH:68]C(=O)[C@@H](N2CC(OC3C=CC=C(Cl)C=3Cl)=CC2=O)CC(C)C)=[N:64]1, predict the reaction product. The product is: [CH:1]1([CH2:7][C@H:8]([N:12]2[CH2:16][C:15]([O:17][C:18]3[CH:23]=[CH:22][CH:21]=[CH:20][C:19]=3[CH2:24][CH2:25][CH3:26])=[CH:14][C:13]2=[O:27])[C:9]([NH:68][C:65]2[CH:66]=[CH:67][N:63]([CH2:62][C:61]([OH:60])([CH3:91])[CH3:29])[N:64]=2)=[O:11])[CH2:2][CH2:3][CH2:4][CH2:5][CH2:6]1. (5) Given the reactants [CH3:1][O:2][C:3]1[CH:18]=[CH:17][C:6]([CH2:7][NH:8][C:9]2[C:10]([C:15]#[N:16])=[N:11][CH:12]=[CH:13][N:14]=2)=[CH:5][CH:4]=1.[NH2:19][OH:20], predict the reaction product. The product is: [OH:20][N:19]=[C:15]([C:10]1[C:9]([NH:8][CH2:7][C:6]2[CH:17]=[CH:18][C:3]([O:2][CH3:1])=[CH:4][CH:5]=2)=[N:14][CH:13]=[CH:12][N:11]=1)[NH2:16]. (6) Given the reactants Br[C:2]1[N:7]=[C:6]([NH:8][C:9]([C:11]2([C:14]3[CH:24]=[CH:23][C:17]4[O:18][C:19]([F:22])([F:21])[O:20][C:16]=4[CH:15]=3)[CH2:13][CH2:12]2)=[O:10])[CH:5]=[CH:4][C:3]=1[Cl:25].[CH3:26][O:27][C:28]1[N:33]=[CH:32][C:31](B(O)O)=[CH:30][CH:29]=1.C(=O)([O-])[O-].[K+].[K+], predict the reaction product. The product is: [Cl:25][C:3]1[C:2]([C:31]2[CH:32]=[N:33][C:28]([O:27][CH3:26])=[CH:29][CH:30]=2)=[N:7][C:6]([NH:8][C:9]([C:11]2([C:14]3[CH:24]=[CH:23][C:17]4[O:18][C:19]([F:22])([F:21])[O:20][C:16]=4[CH:15]=3)[CH2:13][CH2:12]2)=[O:10])=[CH:5][CH:4]=1. (7) Given the reactants [C:1]([O:5][C:6]([N:8]1[CH2:15][CH2:14][CH2:13][C@@H:9]1[C:10]([OH:12])=O)=[O:7])([CH3:4])([CH3:3])[CH3:2].[Cl:16][C:17]1[CH:18]=[CH:19][C:20]([N:32]2[CH:36]=[N:35][N:34]=[N:33]2)=[C:21]([CH:31]=1)[CH2:22][NH:23][C:24](=[O:30])[C@@H:25]1[CH2:29][CH2:28][CH2:27][NH:26]1.C(Cl)CCl.C1C=NC2N(O)N=NC=2C=1, predict the reaction product. The product is: [C:1]([O:5][C:6]([N:8]1[CH2:15][CH2:14][CH2:13][C@@H:9]1[C:10]([N:26]1[CH2:27][CH2:28][CH2:29][C@H:25]1[C:24]([NH:23][CH2:22][C:21]1[CH:31]=[C:17]([Cl:16])[CH:18]=[CH:19][C:20]=1[N:32]1[CH:36]=[N:35][N:34]=[N:33]1)=[O:30])=[O:12])=[O:7])([CH3:2])([CH3:3])[CH3:4].